This data is from Reaction yield outcomes from USPTO patents with 853,638 reactions. The task is: Predict the reaction yield, written as a fraction of the theoretical maximum amount of product (1.0 means a 100% yield; for example, 0.34 means a 34% yield). (1) The reactants are [OH:1][C:2]1[CH:7]=[C:6]([N:8]2[CH2:13][CH2:12][O:11][CH2:10][CH2:9]2)[CH:5]=[C:4]([OH:14])[C:3]=1[C:15](=[O:17])[CH3:16].C([O-])([O-])=O.[K+].[K+].[C:24](Cl)(=O)[C:25]1[CH:30]=[CH:29][C:28]([O:31][CH3:32])=[CH:27][CH:26]=1.O. The catalyst is CC(C)=O. The product is [OH:1][C:2]1[CH:7]=[C:6]([N:8]2[CH2:13][CH2:12][O:11][CH2:10][CH2:9]2)[CH:5]=[C:4]2[C:3]=1[C:15](=[O:17])[CH:16]=[C:24]([C:25]1[CH:30]=[CH:29][C:28]([O:31][CH3:32])=[CH:27][CH:26]=1)[O:14]2. The yield is 0.0500. (2) The reactants are [C:1]([C:3]1([OH:12])[C:7]2=[N:8][CH:9]=[CH:10][CH:11]=[C:6]2[CH2:5][CH2:4]1)#[CH:2].Br[C:14]1[CH:15]=[C:16]([N:20]2[C:28]3[CH:27]=[C:26]([Cl:29])[N:25]=[CH:24][C:23]=3[C:22]([C:30]([O:32][CH3:33])=[O:31])=[N:21]2)[CH:17]=[CH:18][CH:19]=1. No catalyst specified. The product is [Cl:29][C:26]1[N:25]=[CH:24][C:23]2[C:22]([C:30]([O:32][CH3:33])=[O:31])=[N:21][N:20]([C:16]3[CH:17]=[CH:18][CH:19]=[C:14]([C:2]#[C:1][C:3]4([OH:12])[C:7]5=[N:8][CH:9]=[CH:10][CH:11]=[C:6]5[CH2:5][CH2:4]4)[CH:15]=3)[C:28]=2[CH:27]=1. The yield is 0.740. (3) The reactants are [CH2:1]([O:8][C:9]1[CH:10]=[CH:11][C:12]([C:20](=[O:23])[CH2:21][Br:22])=[C:13]2[C:18]=1[NH:17][C:16](=[O:19])[CH:15]=[CH:14]2)[C:2]1[CH:7]=[CH:6][CH:5]=[CH:4][CH:3]=1.O1CCCC1.B.CO. The catalyst is C1(C)C=CC=CC=1. The product is [CH2:1]([O:8][C:9]1[CH:10]=[CH:11][C:12]([C@@H:20]([OH:23])[CH2:21][Br:22])=[C:13]2[C:18]=1[NH:17][C:16](=[O:19])[CH:15]=[CH:14]2)[C:2]1[CH:3]=[CH:4][CH:5]=[CH:6][CH:7]=1. The yield is 0.810. (4) The yield is 0.320. The product is [CH3:10][O:9][C:8]1[CH:7]=[CH:6][C:5]([C:15]2[CH:16]=[N:17][CH:18]=[CH:19][CH:20]=2)=[CH:4][C:3]=1[CH:1]=[O:2]. The reactants are [CH:1]([C:3]1[CH:4]=[C:5](B(O)O)[CH:6]=[CH:7][C:8]=1[O:9][CH3:10])=[O:2].Br[C:15]1[CH:16]=[N:17][CH:18]=[CH:19][CH:20]=1.C(=O)([O-])[O-].[Cs+].[Cs+]. The catalyst is C1(C)C=CC=CC=1.C(O)C. (5) The catalyst is O. The product is [CH3:19][N:18]1[C:17]2[C:6](=[CH:7][C:8]([C:12]([O:14][CH3:15])=[O:13])=[CH:9][CH:10]=2)[CH:5]=[CH:20]1. The yield is 0.560. The reactants are [H-].[Na+].N1C2[C:6](=[CH:7][C:8]([C:12]([OH:14])=[O:13])=[CH:9][CH:10]=2)[CH:5]=C1.[CH3:15]I.[CH3:17][N:18]([CH:20]=O)[CH3:19]. (6) The reactants are [F:1][C:2]1[CH:7]=[C:6](B2OC(C)(C)C(C)(C)O2)[C:5]([F:17])=[CH:4][C:3]=1[Si:18]([CH3:21])([CH3:20])[CH3:19].[C:22]([NH:25][C:26]1[CH:31]=[C:30](Cl)[N:29]=[C:28]([C:33]([O:35][CH3:36])=[O:34])[C:27]=1[Cl:37])(=[O:24])[CH3:23].C(=O)([O-])[O-].[Na+].[Na+].C(#N)C. The catalyst is [Cl-].[Na+].O.Cl[Pd](Cl)([P](C1C=CC=CC=1)(C1C=CC=CC=1)C1C=CC=CC=1)[P](C1C=CC=CC=1)(C1C=CC=CC=1)C1C=CC=CC=1.O. The product is [C:22]([NH:25][C:26]1[CH:31]=[C:30]([C:6]2[CH:7]=[C:2]([F:1])[C:3]([Si:18]([CH3:19])([CH3:20])[CH3:21])=[CH:4][C:5]=2[F:17])[N:29]=[C:28]([C:33]([O:35][CH3:36])=[O:34])[C:27]=1[Cl:37])(=[O:24])[CH3:23]. The yield is 0.546. (7) The reactants are C([O:3][C:4](=O)[C@H:5]([O:7][C:8]1[CH:31]=[CH:30][C:11]2[C:12]3[N:16]([CH2:17][CH2:18][O:19][C:10]=2[CH:9]=1)[CH:15]=[C:14]([C:20]1[N:21]([CH2:25][C:26]([F:29])([F:28])[F:27])[N:22]=[CH:23][N:24]=1)[N:13]=3)[CH3:6])C.O.[OH-].[Li+].Cl.C[N:38](C(ON1N=NC2C=CC=NC1=2)=[N+](C)C)C.F[P-](F)(F)(F)(F)F.[Cl-].[NH4+].C(N(CC)CC)C. The catalyst is CO.O. The product is [F:27][C:26]([F:29])([F:28])[CH2:25][N:21]1[C:20]([C:14]2[N:13]=[C:12]3[C:11]4[CH:30]=[CH:31][C:8]([O:7][C@H:5]([CH3:6])[C:4]([NH2:38])=[O:3])=[CH:9][C:10]=4[O:19][CH2:18][CH2:17][N:16]3[CH:15]=2)=[N:24][CH:23]=[N:22]1. The yield is 0.400.